This data is from Forward reaction prediction with 1.9M reactions from USPTO patents (1976-2016). The task is: Predict the product of the given reaction. (1) Given the reactants [H-].[Na+].[C:3]([Si:7]([O:10][CH2:11][CH2:12][CH2:13]Br)([CH3:9])[CH3:8])([CH3:6])([CH3:5])[CH3:4].CN(C)C=O.[Br:20][C:21]1[N:26]=[CH:25][C:24]([CH:27]([C:29]2[C:34]([F:35])=[CH:33][CH:32]=[C:31]([F:36])[C:30]=2[F:37])[SH:28])=[C:23]([CH3:38])[CH:22]=1, predict the reaction product. The product is: [Br:20][C:21]1[CH:22]=[C:23]([CH3:38])[C:24]([CH:27]([S:28][CH2:13][CH2:12][CH2:11][O:10][Si:7]([C:3]([CH3:4])([CH3:5])[CH3:6])([CH3:8])[CH3:9])[C:29]2[C:34]([F:35])=[CH:33][CH:32]=[C:31]([F:36])[C:30]=2[F:37])=[CH:25][N:26]=1. (2) Given the reactants [Cl:1][C:2]1[CH:7]=[CH:6][C:5](/[CH:8]=[C:9](\[O:17][CH2:18][CH:19]([CH3:21])[CH3:20])/[C:10]([O:12][CH2:13][CH:14]([CH3:16])[CH3:15])=[O:11])=[CH:4][CH:3]=1.C(OCC)(=O)C.[H][H], predict the reaction product. The product is: [Cl:1][C:2]1[CH:3]=[CH:4][C:5]([CH2:8][CH:9]([O:17][CH2:18][CH:19]([CH3:21])[CH3:20])[C:10]([O:12][CH2:13][CH:14]([CH3:15])[CH3:16])=[O:11])=[CH:6][CH:7]=1. (3) Given the reactants Cl.[NH2:2][CH2:3][C:4]([CH3:7])([SH:6])[CH3:5].CCN(CC)CC.[C:15]1(=[O:22])[O:21][C:19](=[O:20])[CH2:18][O:17][CH2:16]1, predict the reaction product. The product is: [CH3:5][C:4]([SH:6])([CH3:7])[CH2:3][NH:2][C:19]([CH2:18][O:17][CH2:16][C:15]([OH:22])=[O:21])=[O:20]. (4) Given the reactants C(C1C=CC(C(C)C(OC2C=CC(C(OCC(O)CO)=O)=CC=2)=O)=CC=1)C(C)C.[CH:30]1[CH:31]=[CH:32][C:33]([NH:40][C:41]2[C:42]([Cl:48])=[CH:43][CH:44]=[CH:45][C:46]=2[Cl:47])=[C:34]([CH2:36][C:37]([OH:39])=[O:38])[CH:35]=1.O.O.[C:51]1([CH:59]=[C:57](O)[CH:56]=[C:54]([OH:55])[CH:53]=1)[OH:52].C1CCC(N=C=NC2CCCCC2)CC1, predict the reaction product. The product is: [Cl:48][C:42]1[CH:43]=[CH:44][CH:45]=[C:46]([Cl:47])[C:41]=1[NH:40][C:33]1[CH:32]=[CH:31][CH:30]=[CH:35][C:34]=1[CH2:36][C:37]([O:39][C:57]1[CH:59]=[C:51]([OH:52])[CH:53]=[C:54]([OH:55])[CH:56]=1)=[O:38]. (5) Given the reactants [O:1]1[CH2:6][CH2:5][CH:4]([C:7]([N:9]2[CH2:14][CH2:13][CH:12]([C:15]3[CH:20]=[CH:19][C:18]([OH:21])=[CH:17][CH:16]=3)[CH2:11][CH2:10]2)=[O:8])[CH2:3][CH2:2]1.Cl[CH2:23][CH2:24][CH2:25][OH:26].C(=O)([O-])[O-].[K+].[K+], predict the reaction product. The product is: [O:1]1[CH2:6][CH2:5][CH:4]([C:7]([N:9]2[CH2:10][CH2:11][CH:12]([C:15]3[CH:20]=[CH:19][C:18]([O:21][CH2:23][CH2:24][CH2:25][OH:26])=[CH:17][CH:16]=3)[CH2:13][CH2:14]2)=[O:8])[CH2:3][CH2:2]1. (6) Given the reactants C[O:2][C:3](=[O:37])[CH2:4][CH2:5][C:6]1[CH:11]=[CH:10][C:9]([S:12]([NH:15][C:16]2[C:25]([NH:26][C:27]3[CH:32]=[C:31]([O:33][CH3:34])[CH:30]=[C:29]([O:35][CH3:36])[CH:28]=3)=[N:24][C:23]3[C:18](=[CH:19][CH:20]=[CH:21][CH:22]=3)[N:17]=2)(=[O:14])=[O:13])=[CH:8][CH:7]=1.O.[OH-].[Li+].O.Cl, predict the reaction product. The product is: [CH3:36][O:35][C:29]1[CH:28]=[C:27]([NH:26][C:25]2[C:16]([NH:15][S:12]([C:9]3[CH:10]=[CH:11][C:6]([CH2:5][CH2:4][C:3]([OH:37])=[O:2])=[CH:7][CH:8]=3)(=[O:14])=[O:13])=[N:17][C:18]3[C:23]([N:24]=2)=[CH:22][CH:21]=[CH:20][CH:19]=3)[CH:32]=[C:31]([O:33][CH3:34])[CH:30]=1.